This data is from NCI-60 drug combinations with 297,098 pairs across 59 cell lines. The task is: Regression. Given two drug SMILES strings and cell line genomic features, predict the synergy score measuring deviation from expected non-interaction effect. Drug 1: CC12CCC3C(C1CCC2=O)CC(=C)C4=CC(=O)C=CC34C. Drug 2: CN1C2=C(C=C(C=C2)N(CCCl)CCCl)N=C1CCCC(=O)O.Cl. Cell line: SNB-75. Synergy scores: CSS=26.5, Synergy_ZIP=1.96, Synergy_Bliss=4.51, Synergy_Loewe=-1.66, Synergy_HSA=4.79.